This data is from Reaction yield outcomes from USPTO patents with 853,638 reactions. The task is: Predict the reaction yield, written as a fraction of the theoretical maximum amount of product (1.0 means a 100% yield; for example, 0.34 means a 34% yield). (1) The reactants are [N:1]([CH2:4][C@@H:5]1[CH2:10][NH:9][C:8]2[CH:11]=[CH:12][CH:13]=[C:14](Br)[C:7]=2[O:6]1)=[N+:2]=[N-:3].[Cl:16][C:17]1[CH:22]=[CH:21][CH:20]=[CH:19][C:18]=1B(O)O. No catalyst specified. The product is [N:1]([CH2:4][C@@H:5]1[CH2:10][NH:9][C:8]2[CH:11]=[CH:12][CH:13]=[C:14]([C:18]3[CH:19]=[CH:20][CH:21]=[CH:22][C:17]=3[Cl:16])[C:7]=2[O:6]1)=[N+:2]=[N-:3]. The yield is 0.860. (2) The reactants are [CH3:1][C:2]1[C:3]([C:20]([O:22][CH3:23])=[O:21])=[CH:4][S:5][C:6]=1/[C:7](/[CH2:10][CH2:11][CH2:12][N:13]1[CH2:18][CH2:17][N:16]([CH3:19])[CH2:15][CH2:14]1)=[CH:8]\[CH3:9]. The catalyst is CO.[Pd]. The product is [CH3:1][C:2]1[C:3]([C:20]([O:22][CH3:23])=[O:21])=[CH:4][S:5][C:6]=1[CH:7]([CH2:10][CH2:11][CH2:12][N:13]1[CH2:14][CH2:15][N:16]([CH3:19])[CH2:17][CH2:18]1)[CH2:8][CH3:9]. The yield is 0.676. (3) The yield is 0.800. The product is [F:36][C:31]1[CH:32]=[CH:33][CH:34]=[CH:35][C:30]=1[CH2:29][CH:26]([CH:23]1[CH2:22][CH2:21][N:20]([CH2:19][C:14]2[C:13](=[O:12])[NH:18][CH:17]=[CH:16][N:15]=2)[CH2:25][CH2:24]1)[C:27]#[N:28]. The reactants are Cl.C(OCC)(=O)C.C([O:12][C:13]1[C:14]([CH2:19][N:20]2[CH2:25][CH2:24][CH:23]([CH:26]([CH2:29][C:30]3[CH:35]=[CH:34][CH:33]=[CH:32][C:31]=3[F:36])[C:27]#[N:28])[CH2:22][CH2:21]2)=[N:15][CH:16]=[CH:17][N:18]=1)(C)(C)C.[OH-].[Na+]. The catalyst is C(OCC)(=O)C. (4) The reactants are [CH:1]([NH:4][C@@H:5]([CH3:11])[C:6]([O:8][CH2:9][CH3:10])=[O:7])([CH3:3])[CH3:2].Cl[C:13]1[C:22]([N+:23]([O-:25])=[O:24])=[CH:21][C:16]([C:17]([O:19][CH3:20])=[O:18])=[CH:15][N:14]=1. The catalyst is CCOC(C)=O. The product is [CH2:9]([O:8][C:6](=[O:7])[C@@H:5]([N:4]([CH:1]([CH3:3])[CH3:2])[C:13]1[C:22]([N+:23]([O-:25])=[O:24])=[CH:21][C:16]([C:17]([O:19][CH3:20])=[O:18])=[CH:15][N:14]=1)[CH3:11])[CH3:10]. The yield is 0.420.